This data is from Catalyst prediction with 721,799 reactions and 888 catalyst types from USPTO. The task is: Predict which catalyst facilitates the given reaction. Reactant: [F:1][C:2]1[CH:17]=[CH:16][C:5]([CH2:6][O:7][CH2:8][CH2:9][CH2:10][CH2:11][CH2:12][C:13]([OH:15])=O)=[CH:4][C:3]=1[CH3:18].C(N(CC)CC)C.C(Cl)(=O)C(C)(C)C.[Li+].[Cl-].[CH2:35]([C@@H:42]1[CH2:46][O:45][C:44](=[O:47])[NH:43]1)[C:36]1[CH:41]=[CH:40][CH:39]=[CH:38][CH:37]=1. Product: [F:1][C:2]1[CH:17]=[CH:16][C:5]([CH2:6][O:7][CH2:8][CH2:9][CH2:10][CH2:11][CH2:12][C:13]([N:43]2[C@H:42]([CH2:35][C:36]3[CH:41]=[CH:40][CH:39]=[CH:38][CH:37]=3)[CH2:46][O:45][C:44]2=[O:47])=[O:15])=[CH:4][C:3]=1[CH3:18]. The catalyst class is: 56.